This data is from Forward reaction prediction with 1.9M reactions from USPTO patents (1976-2016). The task is: Predict the product of the given reaction. (1) Given the reactants [CH3:1][N:2]([CH3:36])[C:3]1([C:30]2[CH:35]=[CH:34][CH:33]=[CH:32][CH:31]=2)[CH2:8][CH2:7][CH:6]([CH2:9][NH:10][C:11]([N:13]2[CH2:18][CH2:17][CH:16]([C:19]3[C:27]4[C:22](=[CH:23][CH:24]=[C:25]([O:28][CH3:29])[CH:26]=4)[NH:21][CH:20]=3)[CH2:15][CH2:14]2)=[O:12])[CH2:5][CH2:4]1.C(O)C.[C:40]([OH:52])(=[O:51])[CH2:41][C:42]([CH2:47][C:48]([OH:50])=[O:49])([C:44]([OH:46])=[O:45])[OH:43], predict the reaction product. The product is: [C:40]([OH:52])(=[O:51])[CH2:41][C:42]([CH2:47][C:48]([OH:50])=[O:49])([C:44]([OH:46])=[O:45])[OH:43].[CH3:36][N:2]([CH3:1])[C:3]1([C:30]2[CH:31]=[CH:32][CH:33]=[CH:34][CH:35]=2)[CH2:8][CH2:7][CH:6]([CH2:9][NH:10][C:11]([N:13]2[CH2:14][CH2:15][CH:16]([C:19]3[C:27]4[C:22](=[CH:23][CH:24]=[C:25]([O:28][CH3:29])[CH:26]=4)[NH:21][CH:20]=3)[CH2:17][CH2:18]2)=[O:12])[CH2:5][CH2:4]1. (2) Given the reactants [CH3:1][O:2][C:3]1[CH:4]=[C:5]([CH:32]=[CH:33][C:34]=1[O:35][CH3:36])[CH2:6][CH:7]1[C:13]2[CH:14]=[C:15]([O:20][CH3:21])[C:16]([O:18][CH3:19])=[CH:17][C:12]=2[CH2:11][CH2:10][CH2:9][N:8]1[CH:22]([C:26]1[CH:31]=[CH:30][CH:29]=[CH:28][CH:27]=1)[C:23](O)=[O:24].[CH3:37][N:38]1[C:42]2[CH:43]=[CH:44][CH:45]=[CH:46][C:41]=2[N:40]=[C:39]1[CH2:47][NH2:48], predict the reaction product. The product is: [CH3:1][O:2][C:3]1[CH:4]=[C:5]([CH:32]=[CH:33][C:34]=1[O:35][CH3:36])[CH2:6][CH:7]1[C:13]2[CH:14]=[C:15]([O:20][CH3:21])[C:16]([O:18][CH3:19])=[CH:17][C:12]=2[CH2:11][CH2:10][CH2:9][N:8]1[CH:22]([C:26]1[CH:31]=[CH:30][CH:29]=[CH:28][CH:27]=1)[C:23]([NH:48][CH2:47][C:39]1[N:38]([CH3:37])[C:42]2[CH:43]=[CH:44][CH:45]=[CH:46][C:41]=2[N:40]=1)=[O:24]. (3) Given the reactants [CH3:1][O-:2].[Na+].Cl[C:5]1[CH:10]=[C:9]([CH2:11][OH:12])[CH:8]=[C:7]([CH3:13])[N:6]=1, predict the reaction product. The product is: [CH3:1][O:2][C:5]1[CH:10]=[C:9]([CH2:11][OH:12])[CH:8]=[C:7]([CH3:13])[N:6]=1.